From a dataset of Catalyst prediction with 721,799 reactions and 888 catalyst types from USPTO. Predict which catalyst facilitates the given reaction. (1) Reactant: [C:1]([O:5][C:6]([N:8]1[CH2:11][CH:10]([C:12]2[C:21](Cl)=[N:20][C:19]3[C:14](=[CH:15][CH:16]=[CH:17][CH:18]=3)[N:13]=2)[CH2:9]1)=[O:7])([CH3:4])([CH3:3])[CH3:2].[NH:23]1[CH2:28][CH2:27][CH2:26][CH2:25][CH2:24]1.C(N(CC)CC)C.CS(C)=O. Product: [C:1]([O:5][C:6]([N:8]1[CH2:11][CH:10]([C:12]2[C:21]([N:23]3[CH2:28][CH2:27][CH2:26][CH2:25][CH2:24]3)=[N:20][C:19]3[C:14](=[CH:15][CH:16]=[CH:17][CH:18]=3)[N:13]=2)[CH2:9]1)=[O:7])([CH3:4])([CH3:3])[CH3:2]. The catalyst class is: 6. (2) Reactant: [I:1][C:2]1[C:10]([O:11][CH3:12])=[CH:9][CH:8]=[CH:7][C:3]=1[C:4]([OH:6])=[O:5].[CH3:13]O.S(=O)(=O)(O)O. Product: [I:1][C:2]1[C:10]([O:11][CH3:12])=[CH:9][CH:8]=[CH:7][C:3]=1[C:4]([O:6][CH3:13])=[O:5]. The catalyst class is: 6. (3) The catalyst class is: 6. Product: [N:74]1([C:30]([C:29]2[CH:28]=[C:27]([CH:4]([N:5]3[CH:9]=[C:8]([C:10]4[C:11]5[CH:18]=[CH:17][N:16]([CH2:19][O:20][CH2:21][CH2:22][Si:23]([CH3:25])([CH3:26])[CH3:24])[C:12]=5[N:13]=[CH:14][N:15]=4)[CH:7]=[N:6]3)[CH2:3][C:1]#[N:2])[CH:35]=[CH:34][CH:33]=2)=[O:31])[CH2:79][CH2:78][O:77][CH2:76][CH2:75]1. Reactant: [C:1]([CH2:3][CH:4]([C:27]1[CH:28]=[C:29]([CH:33]=[CH:34][CH:35]=1)[C:30](O)=[O:31])[N:5]1[CH:9]=[C:8]([C:10]2[C:11]3[CH:18]=[CH:17][N:16]([CH2:19][O:20][CH2:21][CH2:22][Si:23]([CH3:26])([CH3:25])[CH3:24])[C:12]=3[N:13]=[CH:14][N:15]=2)[CH:7]=[N:6]1)#[N:2].CN(C=O)C.F[P-](F)(F)(F)(F)F.C[N+](C)=C(N(C)C)ON1C2N=CC=CC=2N=N1.CCN(C(C)C)C(C)C.[NH:74]1[CH2:79][CH2:78][O:77][CH2:76][CH2:75]1. (4) Reactant: [Cl:1][C:2]1[CH:42]=[CH:41][C:5]([CH2:6][N:7]2[C:12](=[N:13][C:14]3[CH:19]=[CH:18][C:17]([O:20][CH:21]([CH3:23])[CH3:22])=[C:16]([CH3:24])[CH:15]=3)[NH:11][C:10](=[O:25])[N:9]([CH2:26][CH2:27][C@H:28]([NH:32]C(OC(C)(C)C)=O)[C:29]([OH:31])=[O:30])[C:8]2=[O:40])=[CH:4][CH:3]=1.Cl.C(OCC)(=O)C.CCCCCC. Product: [ClH:1].[Cl:1][C:2]1[CH:3]=[CH:4][C:5]([CH2:6][N:7]2[C:12](=[N:13][C:14]3[CH:19]=[CH:18][C:17]([O:20][CH:21]([CH3:23])[CH3:22])=[C:16]([CH3:24])[CH:15]=3)[NH:11][C:10](=[O:25])[N:9]([CH2:26][CH2:27][C@H:28]([NH2:32])[C:29]([OH:31])=[O:30])[C:8]2=[O:40])=[CH:41][CH:42]=1. The catalyst class is: 12.